Dataset: Reaction yield outcomes from USPTO patents with 853,638 reactions. Task: Predict the reaction yield, written as a fraction of the theoretical maximum amount of product (1.0 means a 100% yield; for example, 0.34 means a 34% yield). The reactants are [F:1][C:2]1[C:3]([F:26])=[C:4]2[O:9][CH2:8][C:7]3([CH2:13][CH2:12][CH2:11][CH2:10]3)[N:6]3[CH:14]=[C:15]([C:23]([OH:25])=[O:24])[C:16](=[O:22])[C:17]([C:18]=1[N+:19]([O-])=O)=[C:5]23.CN(C=O)C. The catalyst is C(O)C.C(O)(=O)C.[Pd]. The product is [NH2:19][C:18]1[C:17]2[C:16](=[O:22])[C:15]([C:23]([OH:25])=[O:24])=[CH:14][N:6]3[C:7]4([CH2:13][CH2:12][CH2:11][CH2:10]4)[CH2:8][O:9][C:4]([C:5]=23)=[C:3]([F:26])[C:2]=1[F:1]. The yield is 0.730.